Dataset: Reaction yield outcomes from USPTO patents with 853,638 reactions. Task: Predict the reaction yield, written as a fraction of the theoretical maximum amount of product (1.0 means a 100% yield; for example, 0.34 means a 34% yield). (1) The reactants are [NH2:1][C:2]1[CH:7]=[CH:6][CH:5]=[CH:4][CH:3]=1.[Cl:8][CH2:9][C:10](Cl)=[O:11]. The catalyst is N1C=CC=CC=1.C(Cl)Cl. The product is [Cl:8][CH2:9][C:10]([NH:1][C:2]1[CH:7]=[CH:6][CH:5]=[CH:4][CH:3]=1)=[O:11]. The yield is 0.910. (2) The reactants are Cl[C:2]1[CH:7]=[C:6](Cl)[N:5]=[CH:4][N:3]=1.[CH3:9][C:10]1[CH:11]=[C:12](B(O)O)[CH:13]=[CH:14][CH:15]=1.C(=O)([O-])[O-].[Na+].[Na+]. The catalyst is C1C=CC(P(C2C=CC=CC=2)C2C=CC=CC=2)=CC=1.C1C=CC(P(C2C=CC=CC=2)C2C=CC=CC=2)=CC=1.Cl[Pd]Cl.O.C(#N)C. The product is [CH3:9][C:10]1[CH:11]=[C:12]([C:2]2[CH:7]=[C:6]([C:14]3[CH:13]=[CH:12][CH:11]=[C:10]([CH3:9])[CH:15]=3)[N:5]=[CH:4][N:3]=2)[CH:13]=[CH:14][CH:15]=1. The yield is 0.150. (3) The reactants are [OH:1][C@@:2]1([C:9]#[C:10][C:11]2[CH:12]=[C:13]([N:17]3[C:21]4=[N:22][C:23]([C:26]5[CH:27]=[N:28][N:29]([CH3:31])[CH:30]=5)=[CH:24][CH:25]=[C:20]4[C:19]([C:32]([O:34]C)=O)=[N:18]3)[CH:14]=[CH:15][CH:16]=2)[CH2:6][CH2:5][N:4]([CH3:7])[C:3]1=[O:8].[NH3:36]. No catalyst specified. The product is [OH:1][C@@:2]1([C:9]#[C:10][C:11]2[CH:12]=[C:13]([N:17]3[C:21]4=[N:22][C:23]([C:26]5[CH:27]=[N:28][N:29]([CH3:31])[CH:30]=5)=[CH:24][CH:25]=[C:20]4[C:19]([C:32]([NH2:36])=[O:34])=[N:18]3)[CH:14]=[CH:15][CH:16]=2)[CH2:6][CH2:5][N:4]([CH3:7])[C:3]1=[O:8]. The yield is 0.300. (4) The reactants are [Cl:1][C:2]1[CH:7]=[CH:6][CH:5]=[CH:4][C:3]=1[CH2:8][N:9]1[CH:13]=[C:12]([C:14]2[CH:19]=[C:18]([C:20]3[N:21]=[N:22][NH:23][N:24]=3)[CH:17]=[CH:16][N:15]=2)[N:11]=[CH:10]1.CI.[C:27](=O)([O-])[O-].[K+].[K+]. The catalyst is CN(C=O)C. The product is [Cl:1][C:2]1[CH:7]=[CH:6][CH:5]=[CH:4][C:3]=1[CH2:8][N:9]1[CH:13]=[C:12]([C:14]2[CH:19]=[C:18]([C:20]3[N:21]=[N:22][N:23]([CH3:27])[N:24]=3)[CH:17]=[CH:16][N:15]=2)[N:11]=[CH:10]1. The yield is 0.950. (5) The catalyst is C1COCC1.CCOC(C)=O. The reactants are [NH2:1][C:2]1[C:7]([Cl:8])=[CH:6][C:5]([Br:9])=[CH:4][C:3]=1[OH:10].C1N=CN([C:16](N2C=NC=C2)=[O:17])C=1. The product is [Br:9][C:5]1[CH:6]=[C:7]([Cl:8])[C:2]2[NH:1][C:16](=[O:17])[O:10][C:3]=2[CH:4]=1. The yield is 0.970. (6) The reactants are [Cl:1][C:2]1[CH:7]=[CH:6][C:5]([C:8]2[CH:13]=[CH:12][N:11]([CH2:14][CH2:15][C@@:16]([CH3:31])([S:27]([CH3:30])(=[O:29])=[O:28])[C:17]([NH:19][O:20]C3CCCCO3)=[O:18])[C:10](=[O:32])[CH:9]=2)=[C:4]([F:33])[C:3]=1[F:34].CC1C=CC(S([O-])(=O)=O)=CC=1.C1C=C[NH+]=CC=1. The catalyst is C(O)C.O. The product is [Cl:1][C:2]1[CH:7]=[CH:6][C:5]([C:8]2[CH:13]=[CH:12][N:11]([CH2:14][CH2:15][C@@:16]([CH3:31])([S:27]([CH3:30])(=[O:28])=[O:29])[C:17]([NH:19][OH:20])=[O:18])[C:10](=[O:32])[CH:9]=2)=[C:4]([F:33])[C:3]=1[F:34]. The yield is 0.469. (7) The reactants are [NH2:1][C@@H:2]([CH2:27][C:28]1[CH:33]=[CH:32][CH:31]=[CH:30][CH:29]=1)[CH2:3][C@H:4]([OH:26])[C@@H:5]([NH:13][C:14]([C@@H:16]([NH:21][C:22](=[O:25])[O:23][CH3:24])[C@@H:17]([CH3:20])[CH2:18][CH3:19])=[O:15])[CH2:6][C:7]1[CH:12]=[CH:11][CH:10]=[CH:9][CH:8]=1.[CH3:34][C@@H:35]([CH2:54][CH3:55])[C@H:36]([N:40]1[CH2:44][CH2:43][N:42]([CH2:45][C:46]2[CH:51]=[CH:50][CH:49]=[C:48]([CH3:52])[N:47]=2)[C:41]1=[O:53])[C:37](O)=[O:38].CCOP(ON1N=NC2C=CC=CC=2C1=O)(OCC)=O.C(N(CC)C(C)C)(C)C. The catalyst is C1COCC1. The product is [CH2:6]([C@H:5]([NH:13][C:14]([C@@H:16]([NH:21][C:22](=[O:25])[O:23][CH3:24])[CH:17]([CH3:20])[CH2:18][CH3:19])=[O:15])[C@@H:4]([OH:26])[CH2:3][C@@H:2]([NH:1][C:37](=[O:38])[C@@H:36]([N:40]1[CH2:44][CH2:43][N:42]([CH2:45][C:46]2[CH:51]=[CH:50][CH:49]=[C:48]([CH3:52])[N:47]=2)[C:41]1=[O:53])[CH:35]([CH3:34])[CH2:54][CH3:55])[CH2:27][C:28]1[CH:29]=[CH:30][CH:31]=[CH:32][CH:33]=1)[C:7]1[CH:12]=[CH:11][CH:10]=[CH:9][CH:8]=1. The yield is 0.450.